The task is: Predict the product of the given reaction.. This data is from Forward reaction prediction with 1.9M reactions from USPTO patents (1976-2016). (1) Given the reactants [OH-:1].[K+].Cl[C:4]1[S:5][C:6]2[C:11]([NH:12][C@H:13]([CH2:16][CH:17]([CH3:19])[CH3:18])[CH2:14][OH:15])=[N:10][C:9]([S:20][C@H:21]([C:23]3[CH:28]=[CH:27][CH:26]=[C:25]([F:29])[CH:24]=3)[CH3:22])=[N:8][C:7]=2[N:30]=1.[CH3:31]O, predict the reaction product. The product is: [F:29][C:25]1[CH:24]=[C:23]([C@@H:21]([S:20][C:9]2[N:10]=[C:11]([NH:12][C@H:13]([CH2:16][CH:17]([CH3:19])[CH3:18])[CH2:14][OH:15])[C:6]3[S:5][C:4]([O:1][CH3:31])=[N:30][C:7]=3[N:8]=2)[CH3:22])[CH:28]=[CH:27][CH:26]=1. (2) Given the reactants [NH2:1][CH2:2][C:3]([CH3:31])([OH:30])[CH2:4][NH:5][C:6]1[C:15]2[C:10](=[CH:11][CH:12]=[C:13]([CH3:16])[CH:14]=2)[N:9]=[C:8]([N:17]2[CH2:23][C:22]3[CH:24]=[CH:25][CH:26]=[CH:27][C:21]=3[S:20](=[O:29])(=[O:28])[CH2:19][CH2:18]2)[CH:7]=1.C([O-])(=O)C.[K+].[N:37]#[C:38]Br, predict the reaction product. The product is: [NH2:37][C:38]1[O:30][C:3]([CH2:4][NH:5][C:6]2[C:15]3[C:10](=[CH:11][CH:12]=[C:13]([CH3:16])[CH:14]=3)[N:9]=[C:8]([N:17]3[CH2:23][C:22]4[CH:24]=[CH:25][CH:26]=[CH:27][C:21]=4[S:20](=[O:29])(=[O:28])[CH2:19][CH2:18]3)[CH:7]=2)([CH3:31])[CH2:2][N:1]=1. (3) Given the reactants ClC(Cl)(Cl)C([C:5]1[CH:10]=[CH:9][C:8]([C:11]2[O:12][C:13]([CH2:16][CH3:17])=[N:14][N:15]=2)=[CH:7][CH:6]=1)O.[OH-:20].[Na+].[O:22]1[CH2:27][CH2:26][O:25][CH2:24]C1, predict the reaction product. The product is: [CH2:16]([C:13]1[O:12][C:11]([C:8]2[CH:7]=[CH:6][C:5]([CH:26]([O:25][CH3:24])[C:27]([OH:22])=[O:20])=[CH:10][CH:9]=2)=[N:15][N:14]=1)[CH3:17]. (4) Given the reactants [Br:1][C:2]1[CH:10]=[CH:9][C:8]([S:11]([CH2:14][CH3:15])(=[O:13])=[O:12])=[CH:7][C:3]=1[C:4](O)=[O:5].C(N1C=CN=C1)([N:18]1C=CN=C1)=O.N.C(Cl)Cl, predict the reaction product. The product is: [Br:1][C:2]1[CH:10]=[CH:9][C:8]([S:11]([CH2:14][CH3:15])(=[O:13])=[O:12])=[CH:7][C:3]=1[C:4]([NH2:18])=[O:5]. (5) Given the reactants C([O:8][N:9]([CH2:12][CH:13]1[CH:17]([CH2:18][CH2:19][CH2:20][CH3:21])[CH2:16][N:15]([CH2:22][C:23]2[CH:28]=[CH:27][C:26]([OH:29])=[CH:25][CH:24]=2)[C:14]1=[O:30])[CH:10]=[O:11])C1C=CC=CC=1, predict the reaction product. The product is: [CH2:18]([CH:17]1[CH2:16][N:15]([CH2:22][C:23]2[CH:28]=[CH:27][C:26]([OH:29])=[CH:25][CH:24]=2)[C:14](=[O:30])[CH:13]1[CH2:12][N:9]([OH:8])[CH:10]=[O:11])[CH2:19][CH2:20][CH3:21]. (6) Given the reactants [CH3:1][O:2][C:3]1[CH:4]=[C:5]2[C:10](=[CH:11][C:12]=1[O:13][CH2:14][CH:15]1[CH2:17][O:16]1)[N:9]=[CH:8][CH:7]=[C:6]2[O:18][C:19]1[CH:24]=[CH:23][C:22]([CH3:25])=[CH:21][C:20]=1[C:26]([C:28]1[CH:33]=[CH:32][CH:31]=[CH:30][CH:29]=1)=[O:27].[NH:34]1[CH2:39][CH2:38][O:37][CH2:36][CH2:35]1.O, predict the reaction product. The product is: [OH:16][CH:15]([CH2:17][N:34]1[CH2:39][CH2:38][O:37][CH2:36][CH2:35]1)[CH2:14][O:13][C:12]1[CH:11]=[C:10]2[C:5]([C:6]([O:18][C:19]3[CH:24]=[CH:23][C:22]([CH3:25])=[CH:21][C:20]=3[C:26]([C:28]3[CH:29]=[CH:30][CH:31]=[CH:32][CH:33]=3)=[O:27])=[CH:7][CH:8]=[N:9]2)=[CH:4][C:3]=1[O:2][CH3:1].